This data is from Reaction yield outcomes from USPTO patents with 853,638 reactions. The task is: Predict the reaction yield, written as a fraction of the theoretical maximum amount of product (1.0 means a 100% yield; for example, 0.34 means a 34% yield). (1) The product is [Cl:10][C:11]1[N:12]=[CH:13][C:14]([C:2]2[O:6][C:5]([CH3:7])=[C:4]([CH:8]=[O:9])[CH:3]=2)=[CH:15][CH:16]=1. The reactants are Br[C:2]1[O:6][C:5]([CH3:7])=[C:4]([CH:8]=[O:9])[CH:3]=1.[Cl:10][C:11]1[CH:16]=[CH:15][C:14](B(O)O)=[CH:13][N:12]=1.C(=O)([O-])[O-].[Na+].[Na+].COCCOC. The catalyst is C1C=CC([P]([Pd]([P](C2C=CC=CC=2)(C2C=CC=CC=2)C2C=CC=CC=2)([P](C2C=CC=CC=2)(C2C=CC=CC=2)C2C=CC=CC=2)[P](C2C=CC=CC=2)(C2C=CC=CC=2)C2C=CC=CC=2)(C2C=CC=CC=2)C2C=CC=CC=2)=CC=1.O. The yield is 0.680. (2) The reactants are [C:1]([O:5][C:6]([NH:8][C@H:9]([C:23](O)=[O:24])[CH2:10][C:11]1[CH:16]=[CH:15][C:14]([C:17]2[CH:22]=[CH:21][CH:20]=[CH:19][CH:18]=2)=[CH:13][CH:12]=1)=[O:7])([CH3:4])([CH3:3])[CH3:2].[NH2:26][CH:27]1[CH2:32][C:31]([CH3:34])([CH3:33])[NH:30][C:29]([CH3:36])([CH3:35])[CH2:28]1.CN([P+](ON1N=NC2C=CC=CC1=2)(N(C)C)N(C)C)C.F[P-](F)(F)(F)(F)F.C(N(CC)C(C)C)(C)C. The catalyst is C(#N)C.CN(C)C=O. The product is [CH3:3][C:1]([CH3:4])([O:5][C:6]([NH:8][C@H:9]([C:23]([NH:26][CH:27]1[CH2:28][C:29]([CH3:36])([CH3:35])[NH:30][C:31]([CH3:34])([CH3:33])[CH2:32]1)=[O:24])[CH2:10][C:11]1[CH:12]=[CH:13][C:14]([C:17]2[CH:22]=[CH:21][CH:20]=[CH:19][CH:18]=2)=[CH:15][CH:16]=1)=[O:7])[CH3:2]. The yield is 0.907. (3) The reactants are COC1C=C(C=CC=1OC)C[N:7]1[CH:12]=[C:11]([C:13]2[CH:18]=[CH:17][C:16]([O:19][CH3:20])=[C:15]([O:21][CH2:22][CH2:23][O:24][CH3:25])[CH:14]=2)[C:10](=O)[C:9]([C:27]#[N:28])=[CH:8]1.[Cl-:34].[Li+]. The catalyst is O=P(Cl)(Cl)Cl. The product is [Cl:34][C:10]1[C:9]([C:27]#[N:28])=[CH:8][N:7]=[CH:12][C:11]=1[C:13]1[CH:18]=[CH:17][C:16]([O:19][CH3:20])=[C:15]([O:21][CH2:22][CH2:23][O:24][CH3:25])[CH:14]=1. The yield is 0.780.